From a dataset of Forward reaction prediction with 1.9M reactions from USPTO patents (1976-2016). Predict the product of the given reaction. Given the reactants [OH:1][C:2]1([C:15]2[N:16]([CH3:20])[CH:17]=[CH:18][N:19]=2)[CH2:7][CH2:6][N:5]([C:8]([O:10][C:11]([CH3:14])([CH3:13])[CH3:12])=[O:9])[CH2:4][CH2:3]1.[H-].[Na+].[CH3:23]I, predict the reaction product. The product is: [CH3:23][O:1][C:2]1([C:15]2[N:16]([CH3:20])[CH:17]=[CH:18][N:19]=2)[CH2:7][CH2:6][N:5]([C:8]([O:10][C:11]([CH3:14])([CH3:13])[CH3:12])=[O:9])[CH2:4][CH2:3]1.